Dataset: Forward reaction prediction with 1.9M reactions from USPTO patents (1976-2016). Task: Predict the product of the given reaction. (1) Given the reactants [Cl:1][C:2]1[CH:3]=[C:4]([CH:30]=[CH:31][C:32]=1[Cl:33])[CH2:5][C:6]1[C:10]([C:11]#[C:12][C:13]2[CH:18]=[CH:17][CH:16]=[CH:15][CH:14]=2)=[C:9]([N:19]2[CH2:24][CH2:23][O:22][CH2:21][CH2:20]2)[S:8][C:7]=1[C:25]([O:27]CC)=[O:26].C1COCC1.[OH-].[Na+].Cl, predict the reaction product. The product is: [Cl:1][C:2]1[CH:3]=[C:4]([CH:30]=[CH:31][C:32]=1[Cl:33])[CH2:5][C:6]1[C:10]([C:11]#[C:12][C:13]2[CH:14]=[CH:15][CH:16]=[CH:17][CH:18]=2)=[C:9]([N:19]2[CH2:20][CH2:21][O:22][CH2:23][CH2:24]2)[S:8][C:7]=1[C:25]([OH:27])=[O:26]. (2) Given the reactants [OH:1][C:2]1[CH:7]=[C:6]([CH3:8])[N:5]([CH3:9])[C:4](=[O:10])[C:3]=1[C:11](=[O:28])[CH:12]=[CH:13][C:14]1[CH:19]=[CH:18][CH:17]=[C:16]([NH:20]C(OC(C)(C)C)=O)[CH:15]=1.I[Si](C)(C)C, predict the reaction product. The product is: [OH:1][C:2]1[CH:7]=[C:6]([CH3:8])[N:5]([CH3:9])[C:4](=[O:10])[C:3]=1[C:11](=[O:28])[CH:12]=[CH:13][C:14]1[CH:19]=[CH:18][CH:17]=[C:16]([NH2:20])[CH:15]=1.